From a dataset of Catalyst prediction with 721,799 reactions and 888 catalyst types from USPTO. Predict which catalyst facilitates the given reaction. (1) Reactant: Cl[C:2]1[N:3]=[C:4]([C:15]2[C:23]3[C:18](=[N:19][C:20]([CH3:25])=[C:21]([F:24])[CH:22]=3)[N:17]([CH2:26][C:27]3[CH:32]=[CH:31][C:30]([O:33][CH3:34])=[CH:29][CH:28]=3)[N:16]=2)[N:5]=[N:6][C:7]=1[C:8]([CH3:14])([CH3:13])[C:9](OC)=[O:10].[NH3:35]. Product: [F:24][C:21]1[CH:22]=[C:23]2[C:15]([C:4]3[N:5]=[N:6][C:7]4[C:8]([CH3:13])([CH3:14])[C:9](=[O:10])[NH:35][C:2]=4[N:3]=3)=[N:16][N:17]([CH2:26][C:27]3[CH:28]=[CH:29][C:30]([O:33][CH3:34])=[CH:31][CH:32]=3)[C:18]2=[N:19][C:20]=1[CH3:25]. The catalyst class is: 10. (2) Reactant: [CH3:1][C:2]1([CH3:15])[C:10]2[C:5](=[CH:6][C:7]([N+:11]([O-:13])=[O:12])=[CH:8][CH:9]=2)[NH:4][C:3]1=[O:14].C(=O)(O)[O-].[Na+].[C:21](O[C:21]([O:23][C:24]([CH3:27])([CH3:26])[CH3:25])=[O:22])([O:23][C:24]([CH3:27])([CH3:26])[CH3:25])=[O:22].O. Product: [CH3:1][C:2]1([CH3:15])[C:10]2[C:5](=[CH:6][C:7]([N+:11]([O-:13])=[O:12])=[CH:8][CH:9]=2)[N:4]([C:21]([O:23][C:24]([CH3:27])([CH3:26])[CH3:25])=[O:22])[C:3]1=[O:14]. The catalyst class is: 7. (3) Reactant: [C:1]1([NH:7][C:8](=[O:19])[NH:9][C:10]2[CH:18]=[CH:17][C:13]([C:14]([OH:16])=O)=[CH:12][CH:11]=2)[CH:6]=[CH:5][CH:4]=[CH:3][CH:2]=1.[N:20]1([C:26]([O:28][C:29]([CH3:32])([CH3:31])[CH3:30])=[O:27])[CH2:25][CH2:24][NH:23][CH2:22][CH2:21]1.N1(O)C2C=CC=CC=2N=N1.Cl.C(N=C=NCCCN(C)C)C. Product: [C:1]1([NH:7][C:8](=[O:19])[NH:9][C:10]2[CH:11]=[CH:12][C:13]([C:14]([N:23]3[CH2:22][CH2:21][N:20]([C:26]([O:28][C:29]([CH3:32])([CH3:31])[CH3:30])=[O:27])[CH2:25][CH2:24]3)=[O:16])=[CH:17][CH:18]=2)[CH:2]=[CH:3][CH:4]=[CH:5][CH:6]=1. The catalyst class is: 10. (4) Reactant: [NH2:1][C:2]1[CH:3]=[CH:4][C:5]([F:28])=[C:6]([C@:8]2([CH3:27])[CH2:13][C@@H:12]([C:14]([F:17])([F:16])[F:15])[O:11][C:10]([NH:18][C:19](=[O:26])[C:20]3[CH:25]=[CH:24][CH:23]=[CH:22][CH:21]=3)=[N:9]2)[CH:7]=1.Cl[C:30](OC1C=CC([N+]([O-])=O)=CC=1)=[O:31].[CH3:42][O:43][CH:44]1[CH2:49][CH2:48][NH:47][CH2:46][CH2:45]1. Product: [C:19]([NH:18][C:10]1[O:11][C@H:12]([C:14]([F:17])([F:15])[F:16])[CH2:13][C@:8]([C:6]2[CH:7]=[C:2]([NH:1][C:30]([N:47]3[CH2:48][CH2:49][CH:44]([O:43][CH3:42])[CH2:45][CH2:46]3)=[O:31])[CH:3]=[CH:4][C:5]=2[F:28])([CH3:27])[N:9]=1)(=[O:26])[C:20]1[CH:21]=[CH:22][CH:23]=[CH:24][CH:25]=1. The catalyst class is: 4. (5) Reactant: I[C:2]1[C:3]2([CH2:8][CH2:9][CH2:10][CH:11]=1)[O:7][CH2:6][CH2:5][O:4]2.C([Li])CCC.[CH3:17][C:18]1([CH3:29])[C:22]([CH3:24])([CH3:23])[O:21][B:20](OC(C)C)[O:19]1.O. Product: [CH3:17][C:18]1([CH3:29])[C:22]([CH3:24])([CH3:23])[O:21][B:20]([C:2]2[C:3]3([CH2:8][CH2:9][CH2:10][CH:11]=2)[O:7][CH2:6][CH2:5][O:4]3)[O:19]1. The catalyst class is: 1. (6) Reactant: C([O:5][C:6](=[O:42])[CH2:7][CH:8]1[C:17]2[C:12](=[C:13]([CH3:34])[C:14]([C:18]3[N:22]=[C:21]([C:23]4[CH:28]=[CH:27][C:26]([O:29][CH:30]([CH3:32])[CH3:31])=[C:25]([Cl:33])[CH:24]=4)[O:20][N:19]=3)=[CH:15][CH:16]=2)[CH2:11][CH2:10][N:9]1[C:35]([O:37][C:38]([CH3:41])([CH3:40])[CH3:39])=[O:36])CCC.[OH-].[Na+]. Product: [Cl:33][C:25]1[CH:24]=[C:23]([C:21]2[O:20][N:19]=[C:18]([C:14]3[C:13]([CH3:34])=[C:12]4[C:17](=[CH:16][CH:15]=3)[CH:8]([CH2:7][C:6]([OH:42])=[O:5])[N:9]([C:35]([O:37][C:38]([CH3:39])([CH3:41])[CH3:40])=[O:36])[CH2:10][CH2:11]4)[N:22]=2)[CH:28]=[CH:27][C:26]=1[O:29][CH:30]([CH3:32])[CH3:31]. The catalyst class is: 8. (7) Product: [CH3:24][C:2]1([CH3:1])[CH2:3][CH:4]([CH:6]([OH:7])[C:8]2[CH:23]=[CH:22][C:11]([C:12]([NH:14][CH2:15][CH2:16][C:17]([O:19][CH2:20][CH3:21])=[O:18])=[O:13])=[CH:10][CH:9]=2)[CH2:5]1. Reactant: [CH3:1][C:2]1([CH3:24])[CH2:5][CH:4]([C:6]([C:8]2[CH:23]=[CH:22][C:11]([C:12]([NH:14][CH2:15][CH2:16][C:17]([O:19][CH2:20][CH3:21])=[O:18])=[O:13])=[CH:10][CH:9]=2)=[O:7])[CH2:3]1.[BH4-].[Na+]. The catalyst class is: 5. (8) Reactant: C[N:2](C)[CH:3]=[C:4]([C:7]([C:9]1[S:13][C:12]([NH:14][CH3:15])=[N:11][C:10]=1[CH3:16])=O)[C:5]#N.[CH3:18][C:19]1[CH:24]=[CH:23][C:22]([NH:25][C:26]([NH2:28])=[NH:27])=[CH:21][C:20]=1[S:29]([N:32]1[CH2:37][CH2:36][O:35][CH2:34][CH2:33]1)(=[O:31])=[O:30]. Product: [CH3:16][C:10]1[N:11]=[C:12]([NH:14][CH3:15])[S:13][C:9]=1[C:7]1[C:4]([C:3]#[N:2])=[CH:5][N:28]=[C:26]([NH:25][C:22]2[CH:23]=[CH:24][C:19]([CH3:18])=[C:20]([S:29]([N:32]3[CH2:33][CH2:34][O:35][CH2:36][CH2:37]3)(=[O:30])=[O:31])[CH:21]=2)[N:27]=1. The catalyst class is: 141. (9) Reactant: Br[C:2]1[CH:3]=[C:4]([CH:30]=[CH:31][CH:32]=1)[CH2:5][N:6]1[C:14]2[C:9](=[CH:10][CH:11]=[CH:12][CH:13]=2)[C:8]([C:15]2[CH:20]=[CH:19][C:18]([C:21]([CH3:24])([CH3:23])[CH3:22])=[CH:17][CH:16]=2)=[C:7]1[C:25]([O:27][CH2:28][CH3:29])=[O:26].[NH:33]1[CH2:38][CH2:37][S:36][CH2:35][CH2:34]1.CC([O-])(C)C.[Na+].CC(CN1P2N(CC(C)C)CCN(CCN2CC(C)C)CC1)C. Product: [C:21]([C:18]1[CH:17]=[CH:16][C:15]([C:8]2[C:9]3[C:14](=[CH:13][CH:12]=[CH:11][CH:10]=3)[N:6]([CH2:5][C:4]3[CH:30]=[CH:31][CH:32]=[C:2]([N:33]4[CH2:38][CH2:37][S:36][CH2:35][CH2:34]4)[CH:3]=3)[C:7]=2[C:25]([O:27][CH2:28][CH3:29])=[O:26])=[CH:20][CH:19]=1)([CH3:24])([CH3:22])[CH3:23]. The catalyst class is: 222.